This data is from Full USPTO retrosynthesis dataset with 1.9M reactions from patents (1976-2016). The task is: Predict the reactants needed to synthesize the given product. (1) The reactants are: [CH3:1][CH:2]([CH3:9])[CH2:3][C:4](=[O:8])[C:5]([OH:7])=[O:6].[CH:10]1[CH:15]=C[NH+]=CC=1.[Br:16][Br-]Br. Given the product [Br:16][CH:3]([CH:2]([CH3:9])[CH3:1])[C:4](=[O:8])[C:5]([O:7][CH2:15][CH3:10])=[O:6], predict the reactants needed to synthesize it. (2) The reactants are: [SH:1][C:2]1[CH:7]=[CH:6][CH:5]=[CH:4][N:3]=1.F[C:9]1[CH:14]=[CH:13][CH:12]=[CH:11][C:10]=1[N+:15]([O-:17])=[O:16].[N:18]1[CH:23]=[CH:22][CH:21]=[CH:20][C:19]=1[S:24][C:25]1[CH:31]=[CH:30][CH:29]=[CH:28][C:26]=1[NH2:27].NC1SC=[CH:36][N:37]=1. Given the product [N:3]1[CH:4]=[CH:5][CH:6]=[CH:7][C:2]=1[S:1][C:9]1[CH:14]=[CH:13][CH:12]=[CH:11][C:10]=1[N+:15]([O-:17])=[O:16].[N:18]1[CH:23]=[CH:22][CH:21]=[CH:20][C:19]=1[S:24][C:25]1[CH:31]=[CH:30][CH:29]=[CH:28][C:26]=1[NH:27][C:36]([NH:37][C:2]1[S:1][CH:5]=[CH:4][N:3]=1)=[O:16], predict the reactants needed to synthesize it. (3) Given the product [CH3:27][S:24]([O:23][C:20]1[CH:21]=[CH:22][C:16]2[O:15][CH2:14][CH:13]([CH2:12][NH:32][CH2:31][CH2:30][O:29][CH3:28])[O:18][C:17]=2[CH:19]=1)(=[O:25])=[O:26], predict the reactants needed to synthesize it. The reactants are: CC1C=CC(S(O[CH2:12][CH:13]2[O:18][C:17]3[CH:19]=[C:20]([O:23][S:24]([CH3:27])(=[O:26])=[O:25])[CH:21]=[CH:22][C:16]=3[O:15][CH2:14]2)(=O)=O)=CC=1.[CH3:28][O:29][CH2:30][CH2:31][NH2:32]. (4) Given the product [S:1]1[C:5]2[CH:6]=[CH:7][CH:8]=[CH:9][C:4]=2[C:3]([CH2:10][CH2:11][N:12]2[CH2:13][CH:14]=[C:15]([C:18]3[C:26]4[C:21](=[CH:22][CH:23]=[CH:24][CH:25]=4)[N:20]([CH3:27])[CH:19]=3)[CH2:16][CH2:17]2)=[CH:2]1, predict the reactants needed to synthesize it. The reactants are: [S:1]1[C:5]2[CH:6]=[CH:7][CH:8]=[CH:9][C:4]=2[C:3]([CH2:10][CH2:11][N:12]2[CH2:17][CH:16]=[C:15]([C:18]3[C:26]4[C:21](=[CH:22][CH:23]=[CH:24][CH:25]=4)[NH:20][CH:19]=3)[CH2:14][CH2:13]2)=[CH:2]1.[CH3:27]CCCCC.CI. (5) Given the product [CH2:26]([O:25][C:23]([N:20]1[CH2:21][CH:22]=[C:17]([C:15]2[N:16]=[C:12]([S:11][C:39]3[C@H:45]([CH3:46])[C@H:44]4[N:41]([C:42](=[O:54])[C@@H:43]4[C@H:47]([O:49][Si:50]([CH3:51])([CH3:52])[CH3:53])[CH3:48])[C:40]=3[C:55]([O:57][CH2:58][CH:59]=[CH2:60])=[O:56])[S:13][CH:14]=2)[CH2:18][C@H:19]1[CH3:29])=[O:24])[CH:27]=[CH2:28], predict the reactants needed to synthesize it. The reactants are: C[Si](C)(C)[N-][Si](C)(C)C.[Li+].[SH:11][C:12]1[S:13][CH:14]=[C:15]([C:17]2[CH2:18][C@@H:19]([CH3:29])[N:20]([C:23]([O:25][CH2:26][CH:27]=[CH2:28])=[O:24])[CH2:21][CH:22]=2)[N:16]=1.O(P(OC1C=CC=CC=1)O[C:39]1[C@H:45]([CH3:46])[C@H:44]2[N:41]([C:42](=[O:54])[C@@H:43]2[C@H:47]([O:49][Si:50]([CH3:53])([CH3:52])[CH3:51])[CH3:48])[C:40]=1[C:55]([O:57][CH2:58][CH:59]=[CH2:60])=[O:56])C1C=CC=CC=1.C(#N)C. (6) Given the product [F:1][CH2:2][CH2:3][N:4]([CH3:26])[C:5]1[N:25]=[C:8]2[CH:9]=[C:10]([NH:13][C:14]([C:16]3[N:20]([CH3:21])[N:19]=[CH:18][C:17]=3[C:22]([N:27]3[CH2:30][CH2:29][CH2:28]3)=[O:23])=[O:15])[CH:11]=[CH:12][N:7]2[N:6]=1, predict the reactants needed to synthesize it. The reactants are: [F:1][CH2:2][CH2:3][N:4]([CH3:26])[C:5]1[N:25]=[C:8]2[CH:9]=[C:10]([NH:13][C:14]([C:16]3[N:20]([CH3:21])[N:19]=[CH:18][C:17]=3[C:22](O)=[O:23])=[O:15])[CH:11]=[CH:12][N:7]2[N:6]=1.[NH:27]1[CH2:30][CH2:29][CH2:28]1.CCCP(=O)=O. (7) Given the product [F:26][C:23]1[CH:22]=[CH:21][C:20]([CH:8]([C:5]2[CH:4]=[CH:3][C:2]([F:1])=[CH:7][CH:6]=2)[C:9]2[S:13][C:12]([C:14]([O:16][CH2:17][CH3:18])=[O:15])=[CH:11][CH:10]=2)=[CH:25][CH:24]=1, predict the reactants needed to synthesize it. The reactants are: [F:1][C:2]1[CH:7]=[CH:6][C:5]([C:8]([C:20]2[CH:25]=[CH:24][C:23]([F:26])=[CH:22][CH:21]=2)(O)[C:9]2[S:13][C:12]([C:14]([O:16][CH2:17][CH3:18])=[O:15])=[CH:11][CH:10]=2)=[CH:4][CH:3]=1.B(F)(F)F.O(CC)CC.C([SiH](CC)CC)C. (8) Given the product [CH3:19][O:20][C:21]1[CH:26]=[CH:25][C:24]([N:27]2[C:5]([CH:6]=[CH:7][C:8]3[CH:13]=[CH:12][CH:11]=[CH:10][CH:9]=3)=[CH:4][C:3]([C:2]([F:17])([F:16])[F:1])=[N:28]2)=[CH:23][CH:22]=1, predict the reactants needed to synthesize it. The reactants are: [F:1][C:2]([F:17])([F:16])[C:3](=O)[CH2:4][C:5](=O)[CH:6]=[CH:7][C:8]1[CH:13]=[CH:12][CH:11]=[CH:10][CH:9]=1.Cl.[CH3:19][O:20][C:21]1[CH:26]=[CH:25][C:24]([NH:27][NH2:28])=[CH:23][CH:22]=1. (9) Given the product [CH3:16][O:15][CH2:14][CH:13]([N:4]1[C:5]2[CH:10]=[CH:9][NH:8][C:7](=[O:11])[C:6]=2[C:2]([C:25]2[CH:26]=[CH:27][C:22]([CH2:21][C:19]#[N:20])=[CH:23][CH:24]=2)=[CH:3]1)[CH2:17][CH3:18], predict the reactants needed to synthesize it. The reactants are: I[C:2]1[C:6]2[C:7]([O:11]C)=[N:8][CH:9]=[CH:10][C:5]=2[N:4]([CH:13]([CH2:17][CH3:18])[CH2:14][O:15][CH3:16])[CH:3]=1.[C:19]([CH2:21][C:22]1[CH:27]=[CH:26][C:25](B(O)O)=[CH:24][CH:23]=1)#[N:20].C(=O)([O-])[O-].[K+].[K+].